This data is from NCI-60 drug combinations with 297,098 pairs across 59 cell lines. The task is: Regression. Given two drug SMILES strings and cell line genomic features, predict the synergy score measuring deviation from expected non-interaction effect. Drug 1: CCC1(CC2CC(C3=C(CCN(C2)C1)C4=CC=CC=C4N3)(C5=C(C=C6C(=C5)C78CCN9C7C(C=CC9)(C(C(C8N6C=O)(C(=O)OC)O)OC(=O)C)CC)OC)C(=O)OC)O.OS(=O)(=O)O. Drug 2: CC1=C(C(=O)C2=C(C1=O)N3CC4C(C3(C2COC(=O)N)OC)N4)N. Cell line: SNB-75. Synergy scores: CSS=16.8, Synergy_ZIP=-7.50, Synergy_Bliss=2.60, Synergy_Loewe=-3.41, Synergy_HSA=1.43.